Task: Predict the reaction yield, written as a fraction of the theoretical maximum amount of product (1.0 means a 100% yield; for example, 0.34 means a 34% yield).. Dataset: Reaction yield outcomes from USPTO patents with 853,638 reactions (1) The reactants are [CH2:1]([Zn]CC)C.C(C(O)=O)(F)(F)F.C(I)I.[NH2:16][C:17]1[N:21]([CH3:22])[C:20](=[O:23])[C:19]([C:35]2[CH:40]=[CH:39][C:38]([O:41][CH:42]([F:44])[F:43])=[CH:37][CH:36]=2)([C:24]2[CH:29]=[CH:28][CH:27]=[C:26](/[CH:30]=[CH:31]/[CH2:32][O:33][CH3:34])[CH:25]=2)[N:18]=1. The catalyst is C(Cl)Cl. The product is [NH2:16][C:17]1[N:21]([CH3:22])[C:20](=[O:23])[C:19]([C:35]2[CH:36]=[CH:37][C:38]([O:41][CH:42]([F:44])[F:43])=[CH:39][CH:40]=2)([C:24]2[CH:29]=[CH:28][CH:27]=[C:26]([CH:30]3[CH2:1][CH:31]3[CH2:32][O:33][CH3:34])[CH:25]=2)[N:18]=1. The yield is 0.160. (2) The reactants are Cl.[NH2:2][C@@H:3]([CH2:33][CH3:34])[C:4]([NH:6][C@@H:7]1[C:13](=[O:14])[N:12]([CH2:15][C:16]2[C:25]3[C:20](=[CH:21][C:22]([Br:26])=[CH:23][CH:24]=3)[CH:19]=[CH:18][C:17]=2[O:27][CH3:28])[C:11]2[CH:29]=[CH:30][CH:31]=[CH:32][C:10]=2[CH2:9][CH2:8]1)=[O:5].[O:35]1[CH2:38][C:37](=O)[CH2:36]1. No catalyst specified. The product is [Br:26][C:22]1[CH:21]=[C:20]2[C:25](=[CH:24][CH:23]=1)[C:16]([CH2:15][N:12]1[C:13](=[O:14])[C@@H:7]([NH:6][C:4](=[O:5])[C@@H:3]([NH:2][CH:37]3[CH2:38][O:35][CH2:36]3)[CH2:33][CH3:34])[CH2:8][CH2:9][C:10]3[CH:32]=[CH:31][CH:30]=[CH:29][C:11]1=3)=[C:17]([O:27][CH3:28])[CH:18]=[CH:19]2. The yield is 0.570. (3) The reactants are [OH:1][C:2]1[C:11]2[C:6](=[CH:7][C:8](O)=[CH:9][CH:10]=2)[CH:5]=[CH:4][CH:3]=1.[C:13](=[O:16])([O-])[O-].[K+].[K+].I[CH2:20][CH3:21].[CH3:22]N(C)C=O. No catalyst specified. The product is [CH2:20]([O:1][C:2]1[C:11]2[C:6](=[CH:7][C:8]([O:16][CH2:13][CH3:22])=[CH:9][CH:10]=2)[CH:5]=[CH:4][CH:3]=1)[CH3:21]. The yield is 0.640. (4) The reactants are [OH:1][C:2]1[CH:7]=[CH:6][C:5](/[CH:8]=[CH:9]/[CH:10]=O)=[CH:4][C:3]=1[O:12][CH3:13].[CH3:14][CH2:15][CH2:16][NH:17][C@@H:18]1[CH2:27][C:22]2[S:23][C:24]([NH2:26])=[N:25][C:21]=2[CH2:20][CH2:19]1.[BH-](OC(C)=O)(OC(C)=O)OC(C)=O.[Na+]. The catalyst is C(Cl)Cl. The product is [NH2:26][C:24]1[S:23][C:22]2[CH2:27][CH:18]([N:17]([CH2:16][CH2:15][CH3:14])[CH2:10]/[CH:9]=[CH:8]/[C:5]3[CH:6]=[CH:7][C:2]([OH:1])=[C:3]([O:12][CH3:13])[CH:4]=3)[CH2:19][CH2:20][C:21]=2[N:25]=1. The yield is 0.300. (5) The reactants are CCN(C(C)C)C(C)C.[C:10]([Si:14](Cl)([CH3:16])[CH3:15])([CH3:13])([CH3:12])[CH3:11].[CH2:18]([NH:20][CH2:21][CH2:22][OH:23])[CH3:19]. The catalyst is C(Cl)Cl. The product is [Si:14]([O:23][CH2:22][CH2:21][NH:20][CH2:18][CH3:19])([C:10]([CH3:13])([CH3:12])[CH3:11])([CH3:16])[CH3:15]. The yield is 0.850. (6) The reactants are C([N-]C(C)C)(C)C.[Li+].[Cl:9][C:10]1[C:15]([F:16])=[C:14](I)[CH:13]=[CH:12][N:11]=1.[CH3:18][I:19]. The catalyst is O1CCCC1. The product is [Cl:9][C:10]1[C:15]([F:16])=[C:14]([CH3:13])[C:18]([I:19])=[CH:12][N:11]=1. The yield is 0.570. (7) The reactants are [N+:1]([C:4]1[CH:9]=[CH:8][C:7]([OH:10])=[CH:6][CH:5]=1)([O-:3])=[O:2].C(=O)([O-])[O-].[K+].[K+].[I-].[Na+].Br[CH2:20][CH2:21][CH2:22][CH2:23][CH2:24][C:25]([O:27][CH3:28])=[O:26]. The catalyst is CC(C)=O. The product is [CH3:28][O:27][C:25](=[O:26])[CH2:24][CH2:23][CH2:22][CH2:21][CH2:20][O:10][C:7]1[CH:8]=[CH:9][C:4]([N+:1]([O-:3])=[O:2])=[CH:5][CH:6]=1. The yield is 0.451. (8) The reactants are [CH2:1]([O:3][C:4](=[O:23])[CH2:5][N:6]([CH2:17][C:18]([O:20][CH2:21][CH3:22])=[O:19])[C:7]1[C:15]2[O:14][CH2:13][CH2:12][C:11]=2[CH:10]=[C:9](Br)[CH:8]=1)[CH3:2].N.[CH3:25][N:26](C)C=O. The catalyst is [C-]#N.[Zn+2].[C-]#N.C1C=CC([P]([Pd]([P](C2C=CC=CC=2)(C2C=CC=CC=2)C2C=CC=CC=2)([P](C2C=CC=CC=2)(C2C=CC=CC=2)C2C=CC=CC=2)[P](C2C=CC=CC=2)(C2C=CC=CC=2)C2C=CC=CC=2)(C2C=CC=CC=2)C2C=CC=CC=2)=CC=1. The product is [CH2:1]([O:3][C:4](=[O:23])[CH2:5][N:6]([CH2:17][C:18]([O:20][CH2:21][CH3:22])=[O:19])[C:7]1[C:15]2[O:14][CH2:13][CH2:12][C:11]=2[CH:10]=[C:9]([C:25]#[N:26])[CH:8]=1)[CH3:2]. The yield is 0.370. (9) The product is [CH:5]1[CH:6]=[C:2]([CH2:13][C:12]2[NH:8][CH:9]=[CH:10][CH:11]=2)[NH:3][CH:4]=1. The reactants are S1[CH:5]=[CH:4][N:3]=[C:2]1[CH:6]=O.[NH:8]1[CH:12]=[CH:11][CH:10]=[CH:9]1.[C:13](O)(C(F)(F)F)=O. The yield is 0.620. The catalyst is C(Cl)Cl. (10) The reactants are C([N:8](CC1C=CC=CC=1)[C:9]1[C:14]2[N:15]=[C:16]([CH2:26][CH2:27][CH3:28])[N:17]([CH2:18][C:19]3([OH:25])[CH2:24][CH2:23][CH2:22][CH2:21][CH2:20]3)[C:13]=2[C:12]([CH3:29])=[C:11]([CH3:30])[N:10]=1)C1C=CC=CC=1.C([O-])=O.[NH4+]. The catalyst is [Pd].CO.C(O)C. The product is [NH2:8][C:9]1[C:14]2[N:15]=[C:16]([CH2:26][CH2:27][CH3:28])[N:17]([CH2:18][C:19]3([OH:25])[CH2:24][CH2:23][CH2:22][CH2:21][CH2:20]3)[C:13]=2[C:12]([CH3:29])=[C:11]([CH3:30])[N:10]=1. The yield is 0.640.